From a dataset of Forward reaction prediction with 1.9M reactions from USPTO patents (1976-2016). Predict the product of the given reaction. (1) Given the reactants [CH2:1]([C:12]1[N:16]=[C:15]([C:17]2[CH:22]=[CH:21][C:20]([CH2:23][NH2:24])=[CH:19][CH:18]=2)[O:14][N:13]=1)[CH2:2][CH2:3][CH2:4][CH2:5][CH2:6][CH2:7][CH2:8][CH2:9][CH2:10][CH3:11].[Cl:25][C:26]1[CH:27]=[C:28]([CH:31]=[CH:32][CH:33]=1)[CH:29]=O, predict the reaction product. The product is: [Cl:25][C:26]1[CH:27]=[C:28]([CH:31]=[CH:32][CH:33]=1)[CH2:29][NH:24][CH2:23][C:20]1[CH:19]=[CH:18][C:17]([C:15]2[O:14][N:13]=[C:12]([CH2:1][CH2:2][CH2:3][CH2:4][CH2:5][CH2:6][CH2:7][CH2:8][CH2:9][CH2:10][CH3:11])[N:16]=2)=[CH:22][CH:21]=1. (2) Given the reactants C(OC(=O)[NH:7][CH:8]1[CH2:17][C:16]2[C:11](=[CH:12][CH:13]=[C:14]([C:18]#[N:19])[CH:15]=2)[NH:10][CH2:9]1)(C)(C)C.[ClH:21].O1CCOCC1, predict the reaction product. The product is: [ClH:21].[ClH:21].[NH2:7][CH:8]1[CH2:17][C:16]2[C:11](=[CH:12][CH:13]=[C:14]([C:18]#[N:19])[CH:15]=2)[NH:10][CH2:9]1.